Dataset: Full USPTO retrosynthesis dataset with 1.9M reactions from patents (1976-2016). Task: Predict the reactants needed to synthesize the given product. (1) Given the product [OH:1][C:2]([CH3:37])([CH3:38])[CH2:3][C@@:4]1([C:31]2[CH:32]=[CH:33][CH:34]=[CH:35][CH:36]=2)[O:9][C:8](=[O:10])[N:7]([C@H:11]([C:13]2[CH:18]=[CH:17][C:16]([C:19]3[N:24]=[N:23][C:22]([C:25]4([C:28]([NH2:39])=[O:30])[CH2:26][CH2:27]4)=[CH:21][CH:20]=3)=[CH:15][CH:14]=2)[CH3:12])[CH2:6][CH2:5]1, predict the reactants needed to synthesize it. The reactants are: [OH:1][C:2]([CH3:38])([CH3:37])[CH2:3][C@@:4]1([C:31]2[CH:36]=[CH:35][CH:34]=[CH:33][CH:32]=2)[O:9][C:8](=[O:10])[N:7]([C@H:11]([C:13]2[CH:18]=[CH:17][C:16]([C:19]3[N:24]=[N:23][C:22]([C:25]4([C:28]([OH:30])=O)[CH2:27][CH2:26]4)=[CH:21][CH:20]=3)=[CH:15][CH:14]=2)[CH3:12])[CH2:6][CH2:5]1.[NH3:39]. (2) Given the product [N:13]1([C:10]([C:7]2[CH:8]=[CH:9][N:4]3[CH:3]=[CH:2][N:1]=[C:5]3[CH:6]=2)=[O:12])[CH2:18][CH2:17][CH2:16][C@@H:15]2[C:19]3[CH:20]=[CH:21][CH:22]=[CH:23][C:24]=3[CH2:25][C@H:14]12, predict the reactants needed to synthesize it. The reactants are: [N:1]1[CH:2]=[CH:3][N:4]2[CH:9]=[CH:8][C:7]([C:10]([OH:12])=O)=[CH:6][C:5]=12.[NH:13]1[CH2:18][CH2:17][CH2:16][C@@H:15]2[C:19]3[CH:20]=[CH:21][CH:22]=[CH:23][C:24]=3[CH2:25][C@H:14]12.F[P-](F)(F)(F)(F)F.N1(OC(N(C)C)=[N+](C)C)C2N=CC=CC=2N=N1. (3) The reactants are: [CH2:1]([O:3][C:4]([C:6]1([C:9]2[CH:14]=[CH:13][C:12]([C:15]3[CH:20]=[CH:19][C:18]([C:21]4[O:25][N:24]=[C:23]([CH3:26])[C:22]=4[NH:27][C:28]4[CH:33]=[CH:32][CH:31]=[C:30](Br)[N:29]=4)=[CH:17][CH:16]=3)=[CH:11][CH:10]=2)[CH2:8][CH2:7]1)=[O:5])[CH3:2].[F:35][C:36]1[C:37]([CH3:45])=[C:38](B(O)O)[CH:39]=[CH:40][CH:41]=1. Given the product [CH2:1]([O:3][C:4]([C:6]1([C:9]2[CH:14]=[CH:13][C:12]([C:15]3[CH:20]=[CH:19][C:18]([C:21]4[O:25][N:24]=[C:23]([CH3:26])[C:22]=4[NH:27][C:28]4[CH:33]=[CH:32][CH:31]=[C:30]([C:38]5[CH:39]=[CH:40][CH:41]=[C:36]([F:35])[C:37]=5[CH3:45])[N:29]=4)=[CH:17][CH:16]=3)=[CH:11][CH:10]=2)[CH2:8][CH2:7]1)=[O:5])[CH3:2], predict the reactants needed to synthesize it. (4) Given the product [ClH:25].[ClH:25].[NH:6]1[CH2:7][CH2:8][NH:9][CH2:10][CH:5]1[C:2]([OH:1])([CH3:4])[CH3:3], predict the reactants needed to synthesize it. The reactants are: [OH:1][C:2]([CH:5]1[CH2:10][N:9](C(OC(C)(C)C)=O)[CH2:8][CH2:7][N:6]1C(OC(C)(C)C)=O)([CH3:4])[CH3:3].[ClH:25]. (5) The reactants are: [C:1]([N:8]1[CH2:13][CH2:12][NH:11][CH2:10][C@H:9]1C)([O:3][C:4]([CH3:7])([CH3:6])[CH3:5])=[O:2].[CH3:15][O:16][C:17]([C:19]1[CH:24]=[N:23][C:22](Cl)=[CH:21][N:20]=1)=[O:18].[C:26]([O-])([O-])=O.[Na+].[Na+]. Given the product [CH3:15][O:16][C:17]([C:19]1[N:20]=[CH:21][C:22]([N:11]2[CH2:12][CH2:13][N:8]([C:1]([O:3][C:4]([CH3:5])([CH3:6])[CH3:7])=[O:2])[CH2:9][C@H:10]2[CH3:26])=[N:23][CH:24]=1)=[O:18], predict the reactants needed to synthesize it. (6) Given the product [CH:11]1[C:12]2[C:7](=[N:6][C:5]3[C:14]([C:13]=2[NH:15][C@@H:16]([CH2:25][CH2:26][CH3:28])[CH2:17][CH2:18][CH2:19][N:20]([CH2:23][CH3:24])[CH2:21][CH3:22])=[CH:1][CH:2]=[CH:3][CH:4]=3)[CH:8]=[CH:9][CH:10]=1, predict the reactants needed to synthesize it. The reactants are: [CH:1]1[C:14]2[C:5](=[N:6][C:7]3[C:12]([C:13]=2[NH:15][CH:16]([CH2:25][CH3:26])[CH2:17][CH2:18][CH2:19][N:20]([CH2:23][CH3:24])[CH2:21][CH3:22])=[CH:11][CH:10]=[CH:9][CH:8]=3)[CH:4]=[CH:3][CH:2]=1.Cl[C:28]1C2C(N=C3C=1C=CC=C3)=CC=CC=2.Cl.Cl.C(N(CC)CCC[C@@H](N)CCC)C.C1(O)C=CC=CC=1.C(N(CC)CC)C.